Task: Predict the reaction yield, written as a fraction of the theoretical maximum amount of product (1.0 means a 100% yield; for example, 0.34 means a 34% yield).. Dataset: Reaction yield outcomes from USPTO patents with 853,638 reactions (1) The reactants are O[C:2]1([C:12]2[CH:19]=[CH:18][C:15]([C:16]#[N:17])=[CH:14][CH:13]=2)[CH2:11][CH2:10][C:5]2([O:9][CH2:8][CH2:7][O:6]2)[CH2:4][CH2:3]1.C(N(CC)CC)C.S(Cl)(C)(=O)=O. The catalyst is C(Cl)Cl. The product is [O:6]1[C:5]2([CH2:10][CH2:11][C:2]([C:12]3[CH:13]=[CH:14][C:15]([C:16]#[N:17])=[CH:18][CH:19]=3)=[CH:3][CH2:4]2)[O:9][CH2:8][CH2:7]1. The yield is 0.710. (2) The reactants are [NH2:1][C:2]1[CH:3]=[C:4]2[C:8](=[CH:9][C:10]=1[F:11])[C:7](=O)[C:6]([CH2:18][CH2:19][CH2:20][CH3:21])([CH2:13][CH2:14][C:15](=[O:17])[CH3:16])[CH2:5]2.C(O)(=O)C.N1CCCC1. The catalyst is C1(C)C=CC=CC=1. The product is [NH2:1][C:2]1[CH:3]=[C:4]2[C:8]([C:7]3[C:6]([CH2:18][CH2:19][CH2:20][CH3:21])([CH2:5]2)[CH2:13][CH2:14][C:15](=[O:17])[CH:16]=3)=[CH:9][C:10]=1[F:11]. The yield is 0.800.